The task is: Predict the reaction yield, written as a fraction of the theoretical maximum amount of product (1.0 means a 100% yield; for example, 0.34 means a 34% yield).. This data is from Reaction yield outcomes from USPTO patents with 853,638 reactions. (1) The yield is 0.830. The catalyst is CCO. The reactants are [Cl:1][C:2]1[CH:3]=[C:4]([CH:6]=[CH:7][C:8]=1[Cl:9])[NH2:5].Br[CH:11]([CH3:17])[C:12]([O:14][CH2:15][CH3:16])=[O:13].C([O-])(O)=O.[Na+]. The product is [CH2:15]([O:14][C:12](=[O:13])[CH:11]([NH:5][C:4]1[CH:6]=[CH:7][C:8]([Cl:9])=[C:2]([Cl:1])[CH:3]=1)[CH3:17])[CH3:16]. (2) The reactants are [Br:1][C:2]1[CH:3]=[C:4]([F:13])[CH:5]=[C:6]2[C:11]=1[N:10]=[C:9](O)[N:8]=[CH:7]2.P(Cl)(Cl)([Cl:16])=O. No catalyst specified. The product is [Br:1][C:2]1[CH:3]=[C:4]([F:13])[CH:5]=[C:6]2[C:11]=1[N:10]=[C:9]([Cl:16])[N:8]=[CH:7]2. The yield is 0.890. (3) The product is [C:7]([N:11]1[C:23](=[O:24])[C:22]([OH:28])=[C:15]([C:16]2[CH:21]=[CH:20][CH:19]=[CH:18][CH:17]=2)[S:12]1(=[O:14])=[O:13])([CH3:10])([CH3:8])[CH3:9]. The reactants are CC(C)([O-])C.[K+].[C:7]([NH:11][S:12]([CH2:15][C:16]1[CH:21]=[CH:20][CH:19]=[CH:18][CH:17]=1)(=[O:14])=[O:13])([CH3:10])([CH3:9])[CH3:8].[C:22](OCC)(=[O:28])[C:23](OCC)=[O:24].Cl. The yield is 0.630. The catalyst is C1COCC1. (4) The reactants are Cl.[NH2:2][CH2:3][C:4]([CH3:9])([CH3:8])[C:5]([OH:7])=[O:6].C(N(C(C)C)CC)(C)C.[CH:19]1[C:31]2[CH:30]([CH2:32][O:33][C:34](Cl)=[O:35])[C:29]3[C:24](=[CH:25][CH:26]=[CH:27][CH:28]=3)[C:23]=2[CH:22]=[CH:21][CH:20]=1. The catalyst is ClCCl. The product is [CH:19]1[C:31]2[CH:30]([CH2:32][O:33][C:34]([NH:2][CH2:3][C:4]([CH3:9])([CH3:8])[C:5]([OH:7])=[O:6])=[O:35])[C:29]3[C:24](=[CH:25][CH:26]=[CH:27][CH:28]=3)[C:23]=2[CH:22]=[CH:21][CH:20]=1. The yield is 0.450. (5) The reactants are [CH:1]([C:4]1[S:5][CH:6]=[C:7]([C:9](OCC)=[O:10])[N:8]=1)([CH3:3])[CH3:2].CC(C[AlH]CC(C)C)C.C(O)(=O)C.C(C(C(C([O-])=O)O)O)([O-])=O.[K+].[Na+]. The catalyst is ClCCl. The product is [CH:1]([C:4]1[S:5][CH:6]=[C:7]([CH:9]=[O:10])[N:8]=1)([CH3:3])[CH3:2]. The yield is 0.400.